The task is: Predict the reaction yield, written as a fraction of the theoretical maximum amount of product (1.0 means a 100% yield; for example, 0.34 means a 34% yield).. This data is from Reaction yield outcomes from USPTO patents with 853,638 reactions. (1) The reactants are [C:1]1([S:7][C:8]2([C:11]([O:13]C)=[O:12])[CH2:10][CH2:9]2)[CH:6]=[CH:5][CH:4]=[CH:3][CH:2]=1.CO.O.[OH-].[Li+]. The catalyst is C1COCC1. The product is [C:1]1([S:7][C:8]2([C:11]([OH:13])=[O:12])[CH2:10][CH2:9]2)[CH:2]=[CH:3][CH:4]=[CH:5][CH:6]=1. The yield is 0.960. (2) The reactants are Br[C:2]1[N:3]=[C:4]([C:23]2[O:24][C:25]([C:28]3[CH:33]=[CH:32][CH:31]=[CH:30][CH:29]=3)=[N:26][N:27]=2)[C:5]([N:8]([C:16]([O:18][C:19]([CH3:22])([CH3:21])[CH3:20])=[O:17])[C:9](=[O:15])[O:10][C:11]([CH3:14])([CH3:13])[CH3:12])=[N:6][CH:7]=1.CC1(C)C(C)(C)OB([C:42]2[CH2:43][CH2:44][N:45]([C:48]([O:50][C:51]([CH3:54])([CH3:53])[CH3:52])=[O:49])[CH2:46][CH:47]=2)O1.C([O-])([O-])=O.[Na+].[Na+]. The catalyst is CN(C=O)C.Cl[Pd](Cl)([P](C1C=CC=CC=1)(C1C=CC=CC=1)C1C=CC=CC=1)[P](C1C=CC=CC=1)(C1C=CC=CC=1)C1C=CC=CC=1. The product is [C:11]([O:10][C:9]([N:8]([C:16]([O:18][C:19]([CH3:22])([CH3:21])[CH3:20])=[O:17])[C:5]1[N:6]=[CH:7][C:2]([C:42]2[CH2:47][CH2:46][N:45]([C:48]([O:50][C:51]([CH3:54])([CH3:53])[CH3:52])=[O:49])[CH2:44][CH:43]=2)=[N:3][C:4]=1[C:23]1[O:24][C:25]([C:28]2[CH:33]=[CH:32][CH:31]=[CH:30][CH:29]=2)=[N:26][N:27]=1)=[O:15])([CH3:14])([CH3:13])[CH3:12]. The yield is 0.810. (3) The reactants are [Li]CCCC.[CH3:6][C:7]1[S:11][CH:10]=[N:9][CH:8]=1.[CH2:12]([O:19][C:20]1[N:25]=[C:24]([C:26](OC)=[O:27])[CH:23]=[CH:22][CH:21]=1)[C:13]1[CH:18]=[CH:17][CH:16]=[CH:15][CH:14]=1.Cl. The catalyst is C1COCC1. The product is [CH2:12]([O:19][C:20]1[N:25]=[C:24]([C:26]([C:10]2[S:11][C:7]([CH3:6])=[CH:8][N:9]=2)=[O:27])[CH:23]=[CH:22][CH:21]=1)[C:13]1[CH:14]=[CH:15][CH:16]=[CH:17][CH:18]=1. The yield is 0.850. (4) The reactants are [C:1]([NH2:4])(=[O:3])[CH3:2].C(=O)([O-])[O-].[Cs+].[Cs+].[Br:11][C:12]1[CH:17]=[C:16]([F:18])[CH:15]=[C:14](Br)[CH:13]=1. The catalyst is C([O-])(=O)C.[Pd+2].C([O-])(=O)C.CC1(C)C2C(=C(P(C3C=CC=CC=3)C3C=CC=CC=3)C=CC=2)OC2C(P(C3C=CC=CC=3)C3C=CC=CC=3)=CC=CC1=2.ClCCl. The product is [Br:11][C:12]1[CH:13]=[C:14]([NH:4][C:1](=[O:3])[CH3:2])[CH:15]=[C:16]([F:18])[CH:17]=1. The yield is 0.440. (5) The reactants are [NH2:1][C:2]1[N:7]=[C:6]([C:8]2[CH:15]=[C:14]([F:16])[C:11]([CH:12]=O)=[C:10]([F:17])[CH:9]=2)[CH:5]=[CH:4][N:3]=1.C(=O)([O-])[O-].[Na+].[Na+].Cl.[NH2:25]O.[CH3:27][CH2:28][OH:29]. The catalyst is O. The product is [C:12]([C:11]1[C:14]([F:16])=[CH:15][C:8]([C:6]2[CH:5]=[CH:4][N:3]=[C:2]([NH:1][C:28](=[O:29])[CH3:27])[N:7]=2)=[CH:9][C:10]=1[F:17])#[N:25]. The yield is 0.390.